From a dataset of Reaction yield outcomes from USPTO patents with 853,638 reactions. Predict the reaction yield, written as a fraction of the theoretical maximum amount of product (1.0 means a 100% yield; for example, 0.34 means a 34% yield). (1) The reactants are [C:1]12([C:11](=[O:24])[CH2:12][S:13][C:14]3[CH:19]=[CH:18][C:17]([NH:20][C:21](=[O:23])[CH3:22])=[CH:16][CH:15]=3)[CH2:10][CH:5]3[CH2:6][CH:7]([CH2:9][CH:3]([CH2:4]3)[CH2:2]1)[CH2:8]2.C1C=C(Cl)C=C(C(OO)=[O:33])C=1. The catalyst is C(Cl)Cl. The product is [C:1]12([C:11](=[O:24])[CH2:12][S:13]([C:14]3[CH:19]=[CH:18][C:17]([NH:20][C:21](=[O:23])[CH3:22])=[CH:16][CH:15]=3)=[O:33])[CH2:8][CH:7]3[CH2:9][CH:3]([CH2:4][CH:5]([CH2:6]3)[CH2:10]1)[CH2:2]2. The yield is 0.760. (2) The reactants are [NH2:1][C:2]1[CH:7]=[CH:6][CH:5]=[CH:4][CH:3]=1.Br[C:9]1[CH:14]=[CH:13][CH:12]=[CH:11][N:10]=1.CC([O-])(C)C.[Na+].C(Cl)Cl. The catalyst is C1(C)C=CC=CC=1.C([O-])(=O)C.[Pd+2].C([O-])(=O)C.C1(P(C2C=CC=CC=2)C2C=CC3C(=CC=CC=3)C=2C2C3C(=CC=CC=3)C=CC=2P(C2C=CC=CC=2)C2C=CC=CC=2)C=CC=CC=1.CO. The product is [C:2]1([NH:1][C:9]2[CH:14]=[CH:13][CH:12]=[CH:11][N:10]=2)[CH:7]=[CH:6][CH:5]=[CH:4][CH:3]=1. The yield is 0.700. (3) The reactants are [F:1][C:2]([F:14])([F:13])[O:3][C:4]1[CH:12]=[CH:11][C:7]([C:8]([OH:10])=O)=[CH:6][CH:5]=1.[NH2:15][C@H:16]1[CH2:21][C:20]2[C:22]([N:26]3[CH2:31][CH2:30][N:29]([CH3:32])[CH2:28][CH2:27]3)=[CH:23][CH:24]=[CH:25][C:19]=2[O:18][CH2:17]1.C(N(CC)CC)C. The catalyst is S(Cl)(Cl)=O.C(Cl)Cl. The product is [CH3:32][N:29]1[CH2:30][CH2:31][N:26]([C:22]2[C:20]3[CH2:21][C@H:16]([NH:15][C:8](=[O:10])[C:7]4[CH:6]=[CH:5][C:4]([O:3][C:2]([F:1])([F:14])[F:13])=[CH:12][CH:11]=4)[CH2:17][O:18][C:19]=3[CH:25]=[CH:24][CH:23]=2)[CH2:27][CH2:28]1. The yield is 0.510. (4) The reactants are [Br:1][C:2]1[S:6][C:5]([Cl:7])=[C:4]([C:8]([C:10]2[CH:15]=[CH:14][C:13]([O:16][CH3:17])=[CH:12][CH:11]=2)=O)[CH:3]=1.C([SiH](CC)CC)C.B(F)(F)F.CCOCC.C([O-])([O-])=O.[K+].[K+]. The catalyst is C(Cl)Cl.CC#N. The product is [Br:1][C:2]1[S:6][C:5]([Cl:7])=[C:4]([CH2:8][C:10]2[CH:15]=[CH:14][C:13]([O:16][CH3:17])=[CH:12][CH:11]=2)[CH:3]=1. The yield is 0.820.